This data is from Forward reaction prediction with 1.9M reactions from USPTO patents (1976-2016). The task is: Predict the product of the given reaction. (1) Given the reactants [Li+].C[Si]([N-][Si](C)(C)C)(C)C.[OH:11][C@H:12]1[CH2:16][CH2:15][CH2:14][C@@H:13]1[NH:17][C:18](=[O:30])[C:19]1[CH:24]=[CH:23][CH:22]=[CH:21][C:20]=1[N:25]1[N:29]=[CH:28][CH:27]=[N:26]1.Cl[C:32]1[CH:37]=[N:36][C:35]([C:38]([F:41])([F:40])[F:39])=[CH:34][N:33]=1, predict the reaction product. The product is: [N:29]1[N:25]([C:20]2[CH:21]=[CH:22][CH:23]=[CH:24][C:19]=2[C:18]([NH:17][C@H:13]2[CH2:14][CH2:15][CH2:16][C@H:12]2[O:11][C:32]2[CH:37]=[N:36][C:35]([C:38]([F:41])([F:40])[F:39])=[CH:34][N:33]=2)=[O:30])[N:26]=[CH:27][CH:28]=1. (2) Given the reactants [CH3:1][CH2:2][O:3][C:4]1[N:12]([CH2:13][C:14]2[CH:19]=[CH:18][C:17]([C:20]3[C:25]([C:26]4[N:30](C(C5C=CC=CC=5)(C5C=CC=CC=5)C5C=CC=CC=5)[N:29]=[N:28][N:27]=4)=[CH:24][CH:23]=[CH:22][CH:21]=3)=[CH:16][CH:15]=2)[C:11]2[C:6](=[CH:7][CH:8]=[CH:9][C:10]=2[C:50]([O:52]C(OC(OC2CCCCC2)=O)C)=[O:51])[N:5]=1.CO.C(O)(C)C, predict the reaction product. The product is: [CH3:1][CH2:2][O:3][C:4]1[N:12]([CH2:13][C:14]2[CH:19]=[CH:18][C:17]([C:20]3[CH:21]=[CH:22][CH:23]=[CH:24][C:25]=3[C:26]3[NH:30][N:29]=[N:28][N:27]=3)=[CH:16][CH:15]=2)[C:11]2[C:10]([C:50]([OH:52])=[O:51])=[CH:9][CH:8]=[CH:7][C:6]=2[N:5]=1. (3) Given the reactants [C:1]([O:5][C:6]([NH:8][CH:9]1[CH2:13][CH2:12][N:11]([S:14]([C:17]2[C:18]3[C:19]([CH:27]=[CH2:28])=[CH:20][N:21]=[CH:22][C:23]=3[CH:24]=[CH:25][CH:26]=2)(=[O:16])=[O:15])[CH2:10]1)=[O:7])([CH3:4])([CH3:3])[CH3:2], predict the reaction product. The product is: [C:1]([O:5][C:6]([NH:8][CH:9]1[CH2:13][CH2:12][N:11]([S:14]([C:17]2[C:18]3[C:19]([CH2:27][CH3:28])=[CH:20][N:21]=[CH:22][C:23]=3[CH:24]=[CH:25][CH:26]=2)(=[O:16])=[O:15])[CH2:10]1)=[O:7])([CH3:4])([CH3:3])[CH3:2]. (4) Given the reactants [ClH:1].[N:2]1[CH:7]=[CH:6][C:5]([C:8]2[CH:9]=[C:10]([CH:14]=[CH:15][CH:16]=2)[CH:11]=[N:12]O)=[CH:4][CH:3]=1, predict the reaction product. The product is: [ClH:1].[N:2]1[CH:7]=[CH:6][C:5]([C:8]2[CH:9]=[C:10]([CH:14]=[CH:15][CH:16]=2)[CH2:11][NH2:12])=[CH:4][CH:3]=1. (5) Given the reactants Cl.[Cl:2][C:3]1[N:4]=[CH:5][C:6]2[C:11]([CH:12]=1)=[CH:10][C:9]([C@H:13]([NH2:15])[CH3:14])=[CH:8][CH:7]=2.C(N(CC)CC)C.[C:23](O[C:23]([O:25][C:26]([CH3:29])([CH3:28])[CH3:27])=[O:24])([O:25][C:26]([CH3:29])([CH3:28])[CH3:27])=[O:24], predict the reaction product. The product is: [C:26]([O:25][C:23](=[O:24])[NH:15][C@@H:13]([C:9]1[CH:10]=[C:11]2[C:6](=[CH:7][CH:8]=1)[CH:5]=[N:4][C:3]([Cl:2])=[CH:12]2)[CH3:14])([CH3:29])([CH3:28])[CH3:27]. (6) Given the reactants [NH2:1][C:2]1[CH:7]=[CH:6][C:5]([N:8]([C:10]2[C:19]3[C:14](=[CH:15][CH:16]=[CH:17][CH:18]=3)[N:13]=[C:12]([CH3:20])[N:11]=2)[CH3:9])=[CH:4][CH:3]=1.[O-:21][C:22]#[N:23].[K+], predict the reaction product. The product is: [CH3:20][C:12]1[N:11]=[C:10]([N:8]([C:5]2[CH:6]=[CH:7][C:2]([NH:1][C:22]([NH2:23])=[O:21])=[CH:3][CH:4]=2)[CH3:9])[C:19]2[C:14](=[CH:15][CH:16]=[CH:17][CH:18]=2)[N:13]=1. (7) Given the reactants Br[C:2]1[CH:3]=[C:4]([C:8]([OH:11])([CH3:10])[CH3:9])[CH:5]=[N:6][CH:7]=1.[CH3:12][C:13]1([CH3:29])[C:17]([CH3:19])([CH3:18])[O:16][B:15]([B:15]2[O:16][C:17]([CH3:19])([CH3:18])[C:13]([CH3:29])([CH3:12])[O:14]2)[O:14]1.C([O-])(=O)C.[K+], predict the reaction product. The product is: [CH3:12][C:13]1([CH3:29])[C:17]([CH3:19])([CH3:18])[O:16][B:15]([C:2]2[CH:3]=[C:4]([C:8]([OH:11])([CH3:10])[CH3:9])[CH:5]=[N:6][CH:7]=2)[O:14]1. (8) Given the reactants [Na+].[Cl:2][C:3]1[CH:4]=[C:5]([C:12]([OH:14])=[O:13])[C:6](=[CH:10][CH:11]=1)[C:7]([O-:9])=O, predict the reaction product. The product is: [Cl:2][C:3]1[CH:4]=[C:5]2[C:12](=[O:13])[O:14][C:7](=[O:9])[C:6]2=[CH:10][CH:11]=1. (9) The product is: [CH3:1][C:2]([CH3:29])([CH2:7][C:8]1[O:28][C:11]([C:13]2[S:14][CH:15]=[C:16]([CH2:18][O:19][CH2:20][O:21][CH2:22][CH2:23][Si:24]([CH3:27])([CH3:26])[CH3:25])[N:17]=2)=[N:10][N:9]=1)[C:3]([O:5][CH3:6])=[O:4]. Given the reactants [CH3:1][C:2]([CH3:29])([CH2:7][C:8](=[O:28])[NH:9][NH:10][C:11]([C:13]1[S:14][CH:15]=[C:16]([CH2:18][O:19][CH2:20][O:21][CH2:22][CH2:23][Si:24]([CH3:27])([CH3:26])[CH3:25])[N:17]=1)=O)[C:3]([O:5][CH3:6])=[O:4].CC1C=CC(S(Cl)(=O)=O)=CC=1.O, predict the reaction product. (10) Given the reactants Cl[C:2]1[N:11]=[C:10]([Cl:12])[C:9]2[C:4](=[CH:5][CH:6]=[CH:7][CH:8]=2)[N:3]=1.[CH3:13][N:14]1[CH2:19][CH2:18][N:17](C)[CH2:16][CH2:15]1.C([O-])(O)=O.[Na+].O, predict the reaction product. The product is: [Cl:12][C:10]1[C:9]2[C:4](=[CH:5][CH:6]=[CH:7][CH:8]=2)[N:3]=[C:2]([N:17]2[CH2:18][CH2:19][N:14]([CH3:13])[CH2:15][CH2:16]2)[N:11]=1.